From a dataset of Reaction yield outcomes from USPTO patents with 853,638 reactions. Predict the reaction yield, written as a fraction of the theoretical maximum amount of product (1.0 means a 100% yield; for example, 0.34 means a 34% yield). (1) The reactants are Br[C:2]1[CH:7]=[CH:6][C:5]([CH2:8][N:9]2[C:14](=[O:15])[C:13]([C:16]([NH:18][CH2:19][C:20]([OH:22])=[O:21])=[O:17])=[C:12]([OH:23])[C:11]([CH:24]([CH3:26])[CH3:25])=[N:10]2)=[CH:4][CH:3]=1.[F:27][C:28]1[CH:33]=[CH:32][C:31](B(O)O)=[CH:30][CH:29]=1.C(=O)([O-])[O-].[K+].[K+].Cl. The catalyst is O1CCOCC1.O.C1C=CC([P]([Pd]([P](C2C=CC=CC=2)(C2C=CC=CC=2)C2C=CC=CC=2)([P](C2C=CC=CC=2)(C2C=CC=CC=2)C2C=CC=CC=2)[P](C2C=CC=CC=2)(C2C=CC=CC=2)C2C=CC=CC=2)(C2C=CC=CC=2)C2C=CC=CC=2)=CC=1. The product is [F:27][C:28]1[CH:33]=[CH:32][C:31]([C:2]2[CH:7]=[CH:6][C:5]([CH2:8][N:9]3[C:14](=[O:15])[C:13]([C:16]([NH:18][CH2:19][C:20]([OH:22])=[O:21])=[O:17])=[C:12]([OH:23])[C:11]([CH:24]([CH3:26])[CH3:25])=[N:10]3)=[CH:4][CH:3]=2)=[CH:30][CH:29]=1. The yield is 0.400. (2) The reactants are [NH2:1][CH:2]1[CH2:7][CH2:6][CH:5]([OH:8])[CH2:4][CH2:3]1.[C:9](O[C:9]([O:11][C:12]([CH3:15])([CH3:14])[CH3:13])=[O:10])([O:11][C:12]([CH3:15])([CH3:14])[CH3:13])=[O:10]. The catalyst is C1COCC1. The product is [OH:8][CH:5]1[CH2:6][CH2:7][CH:2]([NH:1][C:9](=[O:10])[O:11][C:12]([CH3:15])([CH3:14])[CH3:13])[CH2:3][CH2:4]1. The yield is 0.656. (3) The reactants are C([N:8]1[CH2:12][C@@H:11]([C:13]2[CH:18]=[CH:17][C:16]([F:19])=[CH:15][CH:14]=2)[C@H:10]([CH2:20][N:21]2[C:29](=[O:30])[C:28]3[C:23](=[CH:24][CH:25]=[CH:26][CH:27]=3)[C:22]2=[O:31])[CH2:9]1)C1C=CC=CC=1.[C:40](O[C:40]([O:42][C:43]([CH3:46])([CH3:45])[CH3:44])=[O:41])([O:42][C:43]([CH3:46])([CH3:45])[CH3:44])=[O:41]. The catalyst is [Pd].C(O)C. The product is [O:30]=[C:29]1[C:28]2[C:23](=[CH:24][CH:25]=[CH:26][CH:27]=2)[C:22](=[O:31])[N:21]1[CH2:20][C@H:10]1[C@H:11]([C:13]2[CH:14]=[CH:15][C:16]([F:19])=[CH:17][CH:18]=2)[CH2:12][N:8]([C:40]([O:42][C:43]([CH3:44])([CH3:45])[CH3:46])=[O:41])[CH2:9]1. The yield is 0.430. (4) The reactants are [CH2:1]([N:5]([C:12]1[CH:17]=[CH:16][C:15]([C:18]([F:21])([F:20])[F:19])=[CH:14][C:13]=1I)C(=O)C(F)(F)F)[CH:2]=[CH:3][CH3:4]. The catalyst is CN(C=O)C.[N+](CCCC)(CCCC)(CCCC)CCCC.[Cl-].CCOC(C)=O.CC([O-])=O.CC([O-])=O.[Pd+2]. The product is [CH2:3]([C:2]1[C:13]2[C:12](=[CH:17][CH:16]=[C:15]([C:18]([F:19])([F:20])[F:21])[CH:14]=2)[NH:5][CH:1]=1)[CH3:4]. The yield is 0.420. (5) The reactants are [Br:1][C:2]1[S:6][C:5]2=[C:7](C(O)=O)[N:8]=[CH:9][N:4]2[CH:3]=1.C1CCN2C(=NCCC2)CC1. The catalyst is ClC1C=CC(Cl)=CC=1Cl.CCCCCC. The product is [Br:1][C:2]1[S:6][C:5]2=[CH:7][N:8]=[CH:9][N:4]2[CH:3]=1. The yield is 0.410.